From a dataset of Forward reaction prediction with 1.9M reactions from USPTO patents (1976-2016). Predict the product of the given reaction. (1) Given the reactants [Cl-].[Cl:2][C:3]1[C:7](Cl)=[S+:6][S:5][N:4]=1.[Br:9][C:10]1[CH:16]=[C:15]([N+:17]([O-:19])=[O:18])[CH:14]=[CH:13][C:11]=1[NH2:12], predict the reaction product. The product is: [Br:9][C:10]1[CH:16]=[C:15]([N+:17]([O-:19])=[O:18])[CH:14]=[CH:13][C:11]=1/[N:12]=[C:7]1/[C:3]([Cl:2])=[N:4][S:5][S:6]/1. (2) Given the reactants Br[C:2]1[C:7]([Cl:8])=[CH:6][N:5]=[C:4]([NH2:9])[CH:3]=1.[CH3:10][C:11]1([CH3:27])[C:15]([CH3:17])([CH3:16])[O:14][B:13]([B:13]2[O:14][C:15]([CH3:17])([CH3:16])[C:11]([CH3:27])([CH3:10])[O:12]2)[O:12]1.C([O-])(=O)C.[K+].ClCCl, predict the reaction product. The product is: [Cl:8][C:7]1[C:2]([B:13]2[O:14][C:15]([CH3:17])([CH3:16])[C:11]([CH3:27])([CH3:10])[O:12]2)=[CH:3][C:4]([NH2:9])=[N:5][CH:6]=1. (3) Given the reactants [Si:1]([O:18][CH2:19][C:20]1[C:25]([N:26]2[CH2:31][C@@H:30]([CH3:32])[O:29][C@H:28]([CH3:33])[CH2:27]2)=[C:24]([F:34])[C:23]([F:35])=[CH:22][CH:21]=1)([C:14]([CH3:17])([CH3:16])[CH3:15])([C:8]1[CH:13]=[CH:12][CH:11]=[CH:10][CH:9]=1)[C:2]1[CH:7]=[CH:6][CH:5]=[CH:4][CH:3]=1.[F:36][CH:37]([F:44])[C:38](N(OC)C)=[O:39].C1COCC1, predict the reaction product. The product is: [Si:1]([O:18][CH2:19][C:20]1[C:25]([N:26]2[CH2:31][C@@H:30]([CH3:32])[O:29][C@H:28]([CH3:33])[CH2:27]2)=[C:24]([F:34])[C:23]([F:35])=[C:22]([C:38](=[O:39])[CH:37]([F:44])[F:36])[CH:21]=1)([C:14]([CH3:16])([CH3:17])[CH3:15])([C:2]1[CH:7]=[CH:6][CH:5]=[CH:4][CH:3]=1)[C:8]1[CH:13]=[CH:12][CH:11]=[CH:10][CH:9]=1. (4) Given the reactants [CH3:1][C:2]1([CH3:22])[C@H:5]([NH:6][C:7]2[C:12]([C:13]([F:16])([F:15])[F:14])=[CH:11][N:10]=[C:9](S(C)(=O)=O)[N:8]=2)[CH2:4][C@@H:3]1[OH:21].Cl.Cl.[F:25][C:26]([C:29]1[C:34]([CH2:35][NH2:36])=[CH:33][N:32]=[CH:31][N:30]=1)([CH3:28])[CH3:27], predict the reaction product. The product is: [F:25][C:26]([C:29]1[C:34]([CH2:35][NH:36][C:9]2[N:8]=[C:7]([NH:6][C@@H:5]3[CH2:4][C@H:3]([OH:21])[C:2]3([CH3:22])[CH3:1])[C:12]([C:13]([F:16])([F:15])[F:14])=[CH:11][N:10]=2)=[CH:33][N:32]=[CH:31][N:30]=1)([CH3:27])[CH3:28]. (5) Given the reactants [CH2:1]([O:8][C:9]1[CH:10]=[CH:11][C:12]([CH3:17])=[C:13]([CH2:15][OH:16])[CH:14]=1)[C:2]1[CH:7]=[CH:6][CH:5]=[CH:4][CH:3]=1.I(C1C=CC=CC=1C(O)=O)(=O)=O.O, predict the reaction product. The product is: [CH2:1]([O:8][C:9]1[CH:10]=[CH:11][C:12]([CH3:17])=[C:13]([CH:14]=1)[CH:15]=[O:16])[C:2]1[CH:3]=[CH:4][CH:5]=[CH:6][CH:7]=1. (6) The product is: [Cl:32][C:33]1[CH:65]=[C:64]([F:28])[CH:63]=[CH:62][C:34]=1[CH2:35][N:36]1[C@H:41]([CH3:42])[CH2:40][CH2:39][C@@H:38]([O:43][C:44]2[C:56]([CH:57]3[CH2:59][CH2:58]3)=[CH:55][C:47]([C:48]([OH:50])=[O:49])=[C:46]([F:60])[CH:45]=2)[CH2:37]1. Given the reactants C(OC(C1C([F:28])=CC(O[C@@H]2CCCN(C(OC(C)(C)C)=O)C2)=C(C2CC2)C=1)=O)(C)(C)C.[Cl:32][C:33]1[CH:65]=[CH:64][CH:63]=[CH:62][C:34]=1[CH:35](F)[N:36]1[C@H:41]([CH3:42])[CH2:40][CH2:39][C@@H:38]([O:43][C:44]2[C:56]([CH:57]3[CH2:59][CH2:58]3)=[CH:55][C:47]([C:48]([O:50]C(C)(C)C)=[O:49])=[C:46]([F:60])[CH:45]=2)[CH2:37]1, predict the reaction product. (7) The product is: [CH2:2]([O:4][C:5](=[O:21])[CH:6]([CH2:14][C:15]1[CH:20]=[CH:19][CH:18]=[CH:17][CH:16]=1)[CH2:7][P:8]([CH:11]([C:33](=[O:34])[CH2:32][CH2:31][CH:30]([NH:29][C:27]([O:26][C:22]([CH3:24])([CH3:23])[CH3:25])=[O:28])[C:36]([N:38]1[CH2:42][CH2:41][CH2:40][CH:39]1[C:43]#[N:44])=[O:37])[CH3:12])([OH:10])=[O:9])[CH3:3]. Given the reactants Cl.[CH2:2]([O:4][C:5](=[O:21])[CH:6]([CH2:14][C:15]1[CH:20]=[CH:19][CH:18]=[CH:17][CH:16]=1)[CH2:7][P:8]([CH:11](N)[CH3:12])([OH:10])=[O:9])[CH3:3].[C:22]([O:26][C:27]([NH:29][CH:30]([C:36]([N:38]1[CH2:42][CH2:41][CH2:40][CH:39]1[C:43]#[N:44])=[O:37])[CH2:31][CH2:32][C:33](O)=[O:34])=[O:28])([CH3:25])([CH3:24])[CH3:23].CN1CCOCC1.Cl.CN(C)CCCN=C=NCC.OC1C2N=NNC=2C=CC=1, predict the reaction product. (8) Given the reactants [F:1][C:2]1[CH:3]=[C:4]([CH:9]=[CH:10][C:11]=1[C:12]1[CH:13]=[N:14][C:15]([O:18][CH2:19][CH:20]2[CH2:25][CH2:24][N:23]([CH2:26][C:27]([F:30])([CH3:29])[CH3:28])[CH2:22][CH2:21]2)=[CH:16][CH:17]=1)[C:5]([O:7]C)=[O:6].O.CO.O[Li].O, predict the reaction product. The product is: [F:1][C:2]1[CH:3]=[C:4]([CH:9]=[CH:10][C:11]=1[C:12]1[CH:13]=[N:14][C:15]([O:18][CH2:19][CH:20]2[CH2:25][CH2:24][N:23]([CH2:26][C:27]([F:30])([CH3:28])[CH3:29])[CH2:22][CH2:21]2)=[CH:16][CH:17]=1)[C:5]([OH:7])=[O:6]. (9) The product is: [NH:2]1[C:6]2[CH:7]=[CH:8][CH:9]=[CH:10][C:5]=2[N:4]=[C:3]1[C@H:11]([NH:21][C:30]([NH:29][CH:26]1[CH2:27][CH2:28][CH:23]([CH3:22])[CH2:24][CH2:25]1)=[O:31])[CH2:12][C:13]1[CH:18]=[CH:17][C:16]([O:19][CH3:20])=[CH:15][CH:14]=1. Given the reactants Cl.[NH:2]1[C:6]2[CH:7]=[CH:8][CH:9]=[CH:10][C:5]=2[N:4]=[C:3]1[C@H:11]([NH2:21])[CH2:12][C:13]1[CH:18]=[CH:17][C:16]([O:19][CH3:20])=[CH:15][CH:14]=1.[CH3:22][CH:23]1[CH2:28][CH2:27][CH:26]([NH2:29])[CH2:25][CH2:24]1.[C:30](O)(C(F)(F)F)=[O:31], predict the reaction product. (10) Given the reactants [CH:1]1([CH2:5][C:6]2[N:7]=[C:8]([C:11]([NH:13][NH:14][C:15](=[O:24])[CH2:16][C:17]([CH3:23])([CH3:22])[C:18]([O:20][CH3:21])=[O:19])=O)[S:9][CH:10]=2)[CH2:4][CH2:3][CH2:2]1.[CH:25]1(CC2N=C(C(OCC)=O)SC=2)CCCC1, predict the reaction product. The product is: [CH:1]1([CH2:5][C:6]2[N:7]=[C:8]([C:11]3[O:24][C:15]([CH2:16][C:17]([CH3:22])([CH3:23])[C:18]([O:20][CH3:21])=[O:19])=[N:14][N:13]=3)[S:9][CH:10]=2)[CH2:4][CH2:3][CH2:2][CH2:25]1.